Dataset: Forward reaction prediction with 1.9M reactions from USPTO patents (1976-2016). Task: Predict the product of the given reaction. (1) Given the reactants [F:1][C:2]([F:33])([F:32])[C:3]1[CH:4]=[C:5]([CH:25]=[C:26]([C:28]([F:31])([F:30])[F:29])[CH:27]=1)[C:6]([N:8]1[CH2:24][CH2:23][C:11]2([C:15](=[O:16])[NH:14][CH2:13][CH:12]2[C:17]2[CH:22]=[CH:21][CH:20]=[CH:19][CH:18]=2)[CH2:10][CH2:9]1)=[O:7].[CH3:34][N:35]([CH3:40])[CH2:36][CH2:37][CH2:38]Cl, predict the reaction product. The product is: [F:31][C:28]([F:29])([F:30])[C:26]1[CH:25]=[C:5]([CH:4]=[C:3]([C:2]([F:1])([F:32])[F:33])[CH:27]=1)[C:6]([N:8]1[CH2:9][CH2:10][C:11]2([C:15](=[O:16])[N:14]([CH2:38][CH2:37][CH2:36][N:35]([CH3:40])[CH3:34])[CH2:13][CH:12]2[C:17]2[CH:18]=[CH:19][CH:20]=[CH:21][CH:22]=2)[CH2:23][CH2:24]1)=[O:7]. (2) The product is: [C:45]1([CH:44]([O:34][C:35]2[CH:42]=[CH:41][C:38]([C:39]#[N:40])=[CH:37][CH:36]=2)[CH3:43])[CH:50]=[CH:49][CH:48]=[CH:47][CH:46]=1. Given the reactants CC(OC(/N=N/C(OC(C)C)=O)=O)C.C1C=CC(P(C2C=CC=CC=2)C2C=CC=CC=2)=CC=1.[OH:34][C:35]1[CH:42]=[CH:41][C:38]([C:39]#[N:40])=[CH:37][CH:36]=1.[CH3:43][CH:44](O)[C:45]1[CH:50]=[CH:49][CH:48]=[CH:47][CH:46]=1, predict the reaction product.